From a dataset of Full USPTO retrosynthesis dataset with 1.9M reactions from patents (1976-2016). Predict the reactants needed to synthesize the given product. (1) Given the product [CH3:8][C:9]1[C:10]2[CH2:11][O:12][C:13](=[O:28])[C:14]=2[CH:15]=[CH:16][C:17]=1[C@@H:18]1[O:23][CH2:22][C@@H:21]2[CH2:24][N:25]([C:41](=[O:42])[CH2:40][C:37]3[CH:36]=[CH:35][C:34]([N:29]4[CH:33]=[N:32][N:31]=[N:30]4)=[CH:39][CH:38]=3)[CH2:26][CH2:27][N:20]2[CH2:19]1, predict the reactants needed to synthesize it. The reactants are: FC(F)(F)C(O)=O.[CH3:8][C:9]1[C:17]([C@@H:18]2[O:23][CH2:22][C@@H:21]3[CH2:24][NH:25][CH2:26][CH2:27][N:20]3[CH2:19]2)=[CH:16][CH:15]=[C:14]2[C:10]=1[CH2:11][O:12][C:13]2=[O:28].[N:29]1([C:34]2[CH:39]=[CH:38][C:37]([CH2:40][C:41](O)=[O:42])=[CH:36][CH:35]=2)[CH:33]=[N:32][N:31]=[N:30]1.C(Cl)CCl. (2) Given the product [C:1]([C:5]1[CH:10]=[CH:9][C:8]([N:11]2[C:19]3[C:14](=[CH:15][CH:16]=[CH:17][CH:18]=3)[C:13]([CH:20]=[O:21])=[C:12]2[N:27]2[CH2:28][CH2:29][N:24]([CH3:23])[CH2:25][CH2:26]2)=[CH:7][CH:6]=1)([CH3:4])([CH3:3])[CH3:2], predict the reactants needed to synthesize it. The reactants are: [C:1]([C:5]1[CH:10]=[CH:9][C:8]([N:11]2[C:19]3[C:14](=[CH:15][CH:16]=[CH:17][CH:18]=3)[C:13]([CH:20]=[O:21])=[C:12]2Cl)=[CH:7][CH:6]=1)([CH3:4])([CH3:3])[CH3:2].[CH3:23][N:24]1[CH2:29][CH2:28][NH:27][CH2:26][CH2:25]1.